From a dataset of Catalyst prediction with 721,799 reactions and 888 catalyst types from USPTO. Predict which catalyst facilitates the given reaction. (1) Reactant: Cl[C:2]1[CH:7]=[CH:6][C:5]([N+:8]([O-:10])=[O:9])=[CH:4][N:3]=1.[CH:11]([N:14]1[CH2:19][CH2:18][NH:17][CH2:16][CH2:15]1)([CH3:13])[CH3:12].C([O-])([O-])=O.[K+].[K+]. Product: [CH:11]([N:14]1[CH2:19][CH2:18][N:17]([C:2]2[CH:7]=[CH:6][C:5]([N+:8]([O-:10])=[O:9])=[CH:4][N:3]=2)[CH2:16][CH2:15]1)([CH3:13])[CH3:12]. The catalyst class is: 1. (2) Reactant: [N+:1]([C:4]1[CH:12]=[C:11]2[C:7]([CH2:8][CH2:9][CH:10]2[NH:13][CH2:14][C:15]#[CH:16])=[CH:6][CH:5]=1)([O-:3])=[O:2].[C:17](O[C:17]([O:19][C:20]([CH3:23])([CH3:22])[CH3:21])=[O:18])([O:19][C:20]([CH3:23])([CH3:22])[CH3:21])=[O:18].CCCCCC. Product: [C:17]([N:13]([CH:10]1[C:11]2[C:7](=[CH:6][CH:5]=[C:4]([N+:1]([O-:3])=[O:2])[CH:12]=2)[CH2:8][CH2:9]1)[CH2:14][C:15]#[CH:16])([O:19][C:20]([CH3:23])([CH3:22])[CH3:21])=[O:18]. The catalyst class is: 8. (3) Reactant: [CH3:1][C:2]([C:4]1[CH:9]=[CH:8][CH:7]=[C:6]([Cl:10])[CH:5]=1)=[O:3].C(O)C.[H-].[Na+].Cl.[C:17](=O)([O:21]CC)[O:18][CH2:19][CH3:20]. Product: [Cl:10][C:6]1[CH:5]=[C:4]([C:2](=[O:3])[CH2:1][C:17]([O:18][CH2:19][CH3:20])=[O:21])[CH:9]=[CH:8][CH:7]=1. The catalyst class is: 6. (4) Reactant: [NH2:1][CH2:2][CH2:3][CH2:4][C:5]1[N:9]2[C:10]3[CH:16]=[C:15]([C:17]4[C:25]5[C:20](=[CH:21][CH:22]=[C:23]([O:26][CH3:27])[CH:24]=5)[N:19]([CH3:28])[CH:18]=4)[N:14]([CH2:29][OH:30])[C:11]=3[N:12]=[CH:13][C:8]2=[CH:7][N:6]=1.[CH3:31][C:32](OC(C)=O)=[O:33].N1C=CC=CC=1. Product: [OH:30][CH2:29][N:14]1[C:11]2[N:12]=[CH:13][C:8]3[N:9]([C:5]([CH2:4][CH2:3][CH2:2][NH:1][C:32](=[O:33])[CH3:31])=[N:6][CH:7]=3)[C:10]=2[CH:16]=[C:15]1[C:17]1[C:25]2[C:20](=[CH:21][CH:22]=[C:23]([O:26][CH3:27])[CH:24]=2)[N:19]([CH3:28])[CH:18]=1. The catalyst class is: 554. (5) Reactant: [C:1]([O:5][C:6]([NH:8][CH:9]1[CH2:14][CH2:13][N:12]([C:15]2[N:20]=[C:19]([C:21]3[C:29]4[C:24](=[CH:25][CH:26]=[C:27]([N+:30]([O-])=O)[CH:28]=4)[N:23]([C:33]([O:35][C:36]([CH3:39])([CH3:38])[CH3:37])=[O:34])[CH:22]=3)[CH:18]=[N:17][CH:16]=2)[CH2:11][CH2:10]1)=[O:7])([CH3:4])([CH3:3])[CH3:2].O.NN. Product: [NH2:30][C:27]1[CH:28]=[C:29]2[C:24](=[CH:25][CH:26]=1)[N:23]([C:33]([O:35][C:36]([CH3:39])([CH3:38])[CH3:37])=[O:34])[CH:22]=[C:21]2[C:19]1[CH:18]=[N:17][CH:16]=[C:15]([N:12]2[CH2:13][CH2:14][CH:9]([NH:8][C:6]([O:5][C:1]([CH3:4])([CH3:3])[CH3:2])=[O:7])[CH2:10][CH2:11]2)[N:20]=1. The catalyst class is: 94. (6) Reactant: [H-].[Na+].[C:3]([C@@H:11]1[CH2:15][CH:14]([CH2:16][C:17]2[CH:22]=[CH:21][C:20]([C:23]3[CH:28]=[CH:27][CH:26]=[CH:25][CH:24]=3)=[CH:19][CH:18]=2)[N:13](/[CH:29]=[CH:30]/[C:31]2[CH:36]=[CH:35][CH:34]=[CH:33][CH:32]=2)[C:12]1=[O:37])(=O)C1C=CC=CC=1.C=O. Product: [C:20]1([C:23]2[CH:24]=[CH:25][CH:26]=[CH:27][CH:28]=2)[CH:19]=[CH:18][C:17]([CH2:16][C@H:14]2[N:13](/[CH:29]=[CH:30]/[C:31]3[CH:32]=[CH:33][CH:34]=[CH:35][CH:36]=3)[C:12](=[O:37])[C:11](=[CH2:3])[CH2:15]2)=[CH:22][CH:21]=1. The catalyst class is: 11. (7) Reactant: [CH3:1][S:2](Cl)(=[O:4])=[O:3].[CH2:6]([N:13]([C@H:29]([C:31]1[CH:36]=[CH:35][CH:34]=[CH:33][CH:32]=1)[CH3:30])[C@@H:14]([C:21]1[CH:22]=[C:23]([CH2:27][OH:28])[CH:24]=[CH:25][CH:26]=1)[CH2:15][CH2:16][O:17][CH2:18][O:19][CH3:20])[C:7]1[CH:12]=[CH:11][CH:10]=[CH:9][CH:8]=1.C(N(CC)CC)C. Product: [CH3:1][S:2]([O:28][CH2:27][C:23]1[CH:24]=[CH:25][CH:26]=[C:21]([C@H:14]([N:13]([CH2:6][C:7]2[CH:12]=[CH:11][CH:10]=[CH:9][CH:8]=2)[C@H:29]([C:31]2[CH:32]=[CH:33][CH:34]=[CH:35][CH:36]=2)[CH3:30])[CH2:15][CH2:16][O:17][CH2:18][O:19][CH3:20])[CH:22]=1)(=[O:4])=[O:3]. The catalyst class is: 2. (8) Reactant: [CH:1]1([NH:6][C:7]2[N:12]=[C:11]([O:13]C)[C:10]([C:15]3[CH:20]=[CH:19][C:18]([O:21][C:22]4[CH:27]=[CH:26][N:25]=[C:24]([C:28]5[CH:29]=[N:30][N:31]([CH3:33])[CH:32]=5)[CH:23]=4)=[C:17]([CH3:34])[N:16]=3)=[CH:9][N:8]=2)[CH2:5][CH2:4][CH2:3][CH2:2]1.Br. Product: [CH:1]1([NH:6][C:7]2[NH:12][C:11](=[O:13])[C:10]([C:15]3[CH:20]=[CH:19][C:18]([O:21][C:22]4[CH:27]=[CH:26][N:25]=[C:24]([C:28]5[CH:29]=[N:30][N:31]([CH3:33])[CH:32]=5)[CH:23]=4)=[C:17]([CH3:34])[N:16]=3)=[CH:9][N:8]=2)[CH2:2][CH2:3][CH2:4][CH2:5]1. The catalyst class is: 15.